From a dataset of Reaction yield outcomes from USPTO patents with 853,638 reactions. Predict the reaction yield, written as a fraction of the theoretical maximum amount of product (1.0 means a 100% yield; for example, 0.34 means a 34% yield). (1) The reactants are I[C:2]1[CH:3]=[C:4]([CH:8]=[C:9]([N+:11]([O-:13])=[O:12])[CH:10]=1)[C:5]([OH:7])=[O:6].B(O)(O)[C:15]1[CH:16]=[CH:17][C:18]([CH3:21])=[CH:19][CH:20]=1.C([O-])([O-])=O.[Cs+].[Cs+].[OH-].[Na+]. The catalyst is C1(C)C=CC=CC=1.C(O)C.O.C1C=CC([P]([Pd]([P](C2C=CC=CC=2)(C2C=CC=CC=2)C2C=CC=CC=2)([P](C2C=CC=CC=2)(C2C=CC=CC=2)C2C=CC=CC=2)[P](C2C=CC=CC=2)(C2C=CC=CC=2)C2C=CC=CC=2)(C2C=CC=CC=2)C2C=CC=CC=2)=CC=1. The product is [CH3:21][C:18]1[CH:19]=[CH:20][C:15]([C:2]2[CH:10]=[C:9]([N+:11]([O-:13])=[O:12])[CH:8]=[C:4]([C:5]([OH:7])=[O:6])[CH:3]=2)=[CH:16][CH:17]=1. The yield is 0.972. (2) The reactants are [NH2:1][C:2]1[C:3]([Cl:9])=[N:4][CH:5]=[CH:6][C:7]=1[CH3:8].[Br:10]N1C(=O)C(C)(C)N(Br)C1=O. The catalyst is C(Cl)Cl. The product is [Br:10][C:5]1[N:4]=[C:3]([Cl:9])[C:2]([NH2:1])=[C:7]([CH3:8])[CH:6]=1. The yield is 0.940. (3) The reactants are [Cl:1][C:2]1[C:7](NC(=O)C)=[CH:6][CH:5]=[C:4]([Cl:12])[N:3]=1.[N:13]1C=CC=C[CH:14]=1.FC(F)(F)C(OC(=O)C(F)(F)F)=O. The catalyst is ClCCl. The product is [Cl:1][C:2]1[C:7]([C:14]#[N:13])=[CH:6][CH:5]=[C:4]([Cl:12])[N:3]=1. The yield is 0.900. (4) The reactants are [Br:1][C:2]1[CH:3]=[C:4]([N+:9]([O-:11])=[O:10])[C:5](Cl)=[N:6][CH:7]=1.[CH3:12][O-:13].[Na+]. The catalyst is CO. The product is [Br:1][C:2]1[CH:3]=[C:4]([N+:9]([O-:11])=[O:10])[C:5]([O:13][CH3:12])=[N:6][CH:7]=1. The yield is 0.734. (5) The reactants are Cl[C:2]1[CH:7]=[C:6]([N:8]2[CH:12]=[CH:11][CH:10]=[N:9]2)[N:5]=[CH:4][N:3]=1.[NH3:13]. The catalyst is C(O)(C)C. The product is [N:8]1([C:6]2[N:5]=[CH:4][N:3]=[C:2]([NH2:13])[CH:7]=2)[CH:12]=[CH:11][CH:10]=[N:9]1. The yield is 0.980. (6) The yield is 0.670. The reactants are [CH:1]1([CH2:6][C@H:7]([CH2:11][N:12]([CH:21]=[O:22])[O:13][CH2:14][C:15]2[CH:20]=[CH:19][CH:18]=[CH:17][CH:16]=2)[C:8]([OH:10])=O)[CH2:5][CH2:4][CH2:3][CH2:2]1.[F:23][C:24]1[C:25]([N:33]([CH3:42])[CH2:34][CH2:35][C:36]2[CH:41]=[CH:40][N:39]=[CH:38][CH:37]=2)=[N:26][C:27]([CH3:32])=[N:28][C:29]=1[NH:30][NH2:31].C(Cl)CCl.C1C=NC2N(O)N=NC=2C=1.CN1CCOCC1. The product is [CH:1]1([CH2:6][C@@H:7]([C:8]([NH:31][NH:30][C:29]2[C:24]([F:23])=[C:25]([N:33]([CH3:42])[CH2:34][CH2:35][C:36]3[CH:41]=[CH:40][N:39]=[CH:38][CH:37]=3)[N:26]=[C:27]([CH3:32])[N:28]=2)=[O:10])[CH2:11][N:12]([O:13][CH2:14][C:15]2[CH:20]=[CH:19][CH:18]=[CH:17][CH:16]=2)[CH:21]=[O:22])[CH2:2][CH2:3][CH2:4][CH2:5]1. The catalyst is CN(C=O)C.